Dataset: Reaction yield outcomes from USPTO patents with 853,638 reactions. Task: Predict the reaction yield, written as a fraction of the theoretical maximum amount of product (1.0 means a 100% yield; for example, 0.34 means a 34% yield). (1) The reactants are [Cl:1][C:2]1[CH:7]=[CH:6][C:5]([NH:8][C:9]([C:11]2[CH:16]=[CH:15][N:14]=[C:13](Cl)[CH:12]=2)=[O:10])=[CH:4][C:3]=1[NH:18][C:19]([C:21]1[CH:26]=[CH:25][N:24]=[C:23](Cl)[CH:22]=1)=[O:20].[NH:28]1[CH2:33][CH2:32][CH2:31][CH2:30][CH2:29]1. No catalyst specified. The product is [Cl:1][C:2]1[CH:7]=[CH:6][C:5]([NH:8][C:9]([C:11]2[CH:16]=[CH:15][N:14]=[C:13]([N:28]3[CH2:33][CH2:32][CH2:31][CH2:30][CH2:29]3)[CH:12]=2)=[O:10])=[CH:4][C:3]=1[NH:18][C:19]([C:21]1[CH:26]=[CH:25][N:24]=[C:23]([N:14]2[CH2:15][CH2:16][CH2:11][CH2:12][CH2:13]2)[CH:22]=1)=[O:20]. The yield is 0.960. (2) The reactants are [F:1][C:2]1[C:3]([C:8]2[C:9]([C:15]([O:17]C)=[O:16])=[N:10][CH:11]=[C:12]([CH3:14])[CH:13]=2)=[N:4][CH:5]=[CH:6][CH:7]=1.[OH-].[Na+]. The catalyst is CO. The product is [F:1][C:2]1[C:3]([C:8]2[C:9]([C:15]([OH:17])=[O:16])=[N:10][CH:11]=[C:12]([CH3:14])[CH:13]=2)=[N:4][CH:5]=[CH:6][CH:7]=1. The yield is 0.420. (3) The yield is 0.990. The reactants are [CH2:1]([O:8][C:9]([NH:11][CH2:12][CH2:13][CH2:14][CH2:15][C:16]1[CH:26]=[CH:25][C:19]([O:20][CH2:21][C:22]([OH:24])=O)=[CH:18][CH:17]=1)=[O:10])[C:2]1[CH:7]=[CH:6][CH:5]=[CH:4][CH:3]=1.[NH2:27][C:28]1[CH:33]=[CH:32][CH:31]=[CH:30][CH:29]=1.CCN=C=NCCCN(C)C.Cl. The product is [CH2:1]([O:8][C:9](=[O:10])[NH:11][CH2:12][CH2:13][CH2:14][CH2:15][C:16]1[CH:17]=[CH:18][C:19]([O:20][CH2:21][C:22](=[O:24])[NH:27][C:28]2[CH:33]=[CH:32][CH:31]=[CH:30][CH:29]=2)=[CH:25][CH:26]=1)[C:2]1[CH:3]=[CH:4][CH:5]=[CH:6][CH:7]=1. The catalyst is CN(C1C=CN=CC=1)C.C(Cl)Cl. (4) The reactants are Br[C:2]1[CH:3]=[C:4]2[C:9](=[CH:10][CH:11]=1)[N:8]=[CH:7][C:6]([C:12]([CH:14]1[CH2:16][CH2:15]1)=[O:13])=[C:5]2[NH:17][C:18]1[CH:19]=[CH:20][C:21]([NH:24][CH:25]2[CH2:30][CH2:29][CH2:28][N:27](C(OC(C)(C)C)=O)[CH2:26]2)=[N:22][CH:23]=1.[Cl:38][C:39]1[CH:44]=[C:43](B2OC(C)(C)C(C)(C)O2)[CH:42]=[C:41]([Cl:54])[C:40]=1[OH:55]. No catalyst specified. The product is [CH:14]1([C:12]([C:6]2[CH:7]=[N:8][C:9]3[C:4]([C:5]=2[NH:17][C:18]2[CH:23]=[N:22][C:21]([NH:24][CH:25]4[CH2:30][CH2:29][CH2:28][NH:27][CH2:26]4)=[CH:20][CH:19]=2)=[CH:3][C:2]([C:43]2[CH:44]=[C:39]([Cl:38])[C:40]([OH:55])=[C:41]([Cl:54])[CH:42]=2)=[CH:11][CH:10]=3)=[O:13])[CH2:16][CH2:15]1. The yield is 0.110. (5) The reactants are [CH3:1][C:2]1[C:3](=O)[NH:4][N:5]=[C:6]([C:8]2[CH:13]=[CH:12][CH:11]=[CH:10][CH:9]=2)[CH:7]=1.P(Cl)(Cl)([Cl:17])=O.Cl.OP(O)(O)=O. The catalyst is C(#N)C. The product is [Cl:17][C:3]1[N:4]=[N:5][C:6]([C:8]2[CH:13]=[CH:12][CH:11]=[CH:10][CH:9]=2)=[CH:7][C:2]=1[CH3:1]. The yield is 0.960. (6) The reactants are [CH3:1][C:2]([CH3:38])([O:5][C:6]1[CH:11]=[CH:10][C:9]([N:12]2[C:17](=[O:18])[C:16]([CH2:19][C:20]3[CH:25]=[CH:24][C:23]([C:26]4[C:27]([C:32]#[N:33])=[CH:28][CH:29]=[CH:30][CH:31]=4)=[CH:22][CH:21]=3)=[C:15]([CH2:34][CH2:35][CH3:36])[N:14]=[C:13]2[CH3:37])=[CH:8][CH:7]=1)[CH:3]=[O:4].[CH3:39][Mg]Br.C(OCC)(=O)C.O. The catalyst is O1CCCC1. The product is [OH:4][CH:3]([CH3:39])[C:2]([CH3:38])([CH3:1])[O:5][C:6]1[CH:7]=[CH:8][C:9]([N:12]2[C:17](=[O:18])[C:16]([CH2:19][C:20]3[CH:25]=[CH:24][C:23]([C:26]4[C:27]([C:32]#[N:33])=[CH:28][CH:29]=[CH:30][CH:31]=4)=[CH:22][CH:21]=3)=[C:15]([CH2:34][CH2:35][CH3:36])[N:14]=[C:13]2[CH3:37])=[CH:10][CH:11]=1. The yield is 0.740. (7) The reactants are [C:1]([O:5][C:6]([N:8]([CH3:30])[CH2:9][CH2:10][CH2:11][N:12]([CH3:29])[C:13]([C:15]1[CH:20]=[CH:19][C:18]([NH:21][CH2:22][CH2:23][C:24]([O:26][CH2:27][CH3:28])=[O:25])=[CH:17][CH:16]=1)=[O:14])=[O:7])([CH3:4])([CH3:3])[CH3:2].[CH2:31]=O. The catalyst is CO.[C].[Pd]. The product is [C:1]([O:5][C:6]([N:8]([CH3:30])[CH2:9][CH2:10][CH2:11][N:12]([CH3:29])[C:13]([C:15]1[CH:16]=[CH:17][C:18]([N:21]([CH3:31])[CH2:22][CH2:23][C:24]([O:26][CH2:27][CH3:28])=[O:25])=[CH:19][CH:20]=1)=[O:14])=[O:7])([CH3:4])([CH3:2])[CH3:3]. The yield is 0.700. (8) The reactants are [CH3:1][N+:2]([CH3:5])=[CH:3]Cl.[Cl-].CN(C)C=O.P(Cl)(Cl)(Cl)=O.[F:17][C:18]([F:30])([F:29])[C:19]1[CH:24]=[CH:23][C:22]([CH2:25][C:26](O)=[O:27])=[CH:21][CH:20]=1.C([O-])([O-])=O.[Na+].[Na+]. The catalyst is O.C1(C)C=CC=CC=1. The product is [CH3:1][N:2]([CH3:5])[CH:3]=[C:25]([C:22]1[CH:21]=[CH:20][C:19]([C:18]([F:17])([F:29])[F:30])=[CH:24][CH:23]=1)[CH:26]=[O:27]. The yield is 0.870.